From a dataset of Forward reaction prediction with 1.9M reactions from USPTO patents (1976-2016). Predict the product of the given reaction. Given the reactants [CH2:1]([O:8][C:9]1[CH:13]=[C:12]([C:14]([O:16][CH3:17])=[O:15])[NH:11][N:10]=1)[C:2]1[CH:7]=[CH:6][CH:5]=[CH:4][CH:3]=1.I[CH:19]([CH3:21])[CH3:20].C(=O)([O-])[O-].[K+].[K+].CN(C)C=O, predict the reaction product. The product is: [CH2:1]([O:8][C:9]1[CH:13]=[C:12]([C:14]([O:16][CH3:17])=[O:15])[N:11]([CH:19]([CH3:21])[CH3:20])[N:10]=1)[C:2]1[CH:3]=[CH:4][CH:5]=[CH:6][CH:7]=1.